This data is from TCR-epitope binding with 47,182 pairs between 192 epitopes and 23,139 TCRs. The task is: Binary Classification. Given a T-cell receptor sequence (or CDR3 region) and an epitope sequence, predict whether binding occurs between them. (1) The epitope is ALSKGVHFV. The TCR CDR3 sequence is CASSQDGSGGSFNNEQFF. Result: 1 (the TCR binds to the epitope). (2) The epitope is VTIAEILLI. The TCR CDR3 sequence is CASSQDRPGTQYF. Result: 0 (the TCR does not bind to the epitope).